Dataset: Full USPTO retrosynthesis dataset with 1.9M reactions from patents (1976-2016). Task: Predict the reactants needed to synthesize the given product. (1) Given the product [Cl:9][C:10]1[CH:15]=[CH:14][CH:13]=[CH:12][C:11]=1[C:16]1[C:17]([C:21]([O:23][CH2:24][CH3:25])=[O:22])=[CH:18][N:19]([C:6]2[CH:5]=[CH:4][N:3]=[C:2]([Cl:1])[CH:7]=2)[CH:20]=1, predict the reactants needed to synthesize it. The reactants are: [Cl:1][C:2]1[CH:7]=[C:6](I)[CH:5]=[CH:4][N:3]=1.[Cl:9][C:10]1[CH:15]=[CH:14][CH:13]=[CH:12][C:11]=1[C:16]1[C:17]([C:21]([O:23][CH2:24][CH3:25])=[O:22])=[CH:18][NH:19][CH:20]=1.CN[C@@H]1CCCC[C@H]1NC.C(=O)([O-])[O-].[K+].[K+]. (2) Given the product [CH3:1][C:2]1[C:7]([CH3:8])=[C:6]([O:9][CH2:10][C:11]2[C:19]3[O:18][C:17]([CH3:20])=[CH:16][C:15]=3[CH:14]=[C:13]([C:21]#[C:22][CH2:23][S:24][CH3:25])[CH:12]=2)[CH:5]=[CH:4][C:3]=1[CH2:26][CH2:27][C:28]([OH:30])=[O:29], predict the reactants needed to synthesize it. The reactants are: [CH3:1][C:2]1[C:7]([CH3:8])=[C:6]([O:9][CH2:10][C:11]2[C:19]3[O:18][C:17]([CH3:20])=[CH:16][C:15]=3[CH:14]=[C:13]([C:21]#[C:22][CH2:23][S:24][CH3:25])[CH:12]=2)[CH:5]=[CH:4][C:3]=1[CH2:26][CH2:27][C:28]([O:30]CC)=[O:29].[Li+].[OH-].Cl.